This data is from Catalyst prediction with 721,799 reactions and 888 catalyst types from USPTO. The task is: Predict which catalyst facilitates the given reaction. (1) Reactant: [F:1][CH2:2][CH2:3][O:4][CH:5]1[C:10](=O)[CH2:9][CH2:8][N:7]([C:12]([O:14][C:15]([CH3:18])([CH3:17])[CH3:16])=[O:13])[CH2:6]1.[CH2:19]([NH2:26])[C:20]1[CH:25]=[CH:24][CH:23]=[CH:22][CH:21]=1.C(O[BH-](OC(=O)C)OC(=O)C)(=O)C.[Na+]. Product: [CH2:19]([NH:26][C@H:10]1[CH2:9][CH2:8][N:7]([C:12]([O:14][C:15]([CH3:18])([CH3:17])[CH3:16])=[O:13])[CH2:6][C@H:5]1[O:4][CH2:3][CH2:2][F:1])[C:20]1[CH:25]=[CH:24][CH:23]=[CH:22][CH:21]=1. The catalyst class is: 26. (2) Reactant: [SH:1][C:2]1[CH:7]=[CH:6][C:5]([O:8][CH2:9][C:10]([O:12][CH2:13][CH3:14])=[O:11])=[C:4]([CH3:15])[CH:3]=1.[Br:16][C:17]1[N:22]=[C:21]([CH:23](O)[CH2:24][O:25][CH2:26][CH3:27])[CH:20]=[CH:19][CH:18]=1.C1C=CC(P(C2C=CC=CC=2)C2C=CC=CC=2)=CC=1.CC(OC(/N=N/C(OC(C)C)=O)=O)C. Product: [Br:16][C:17]1[N:22]=[C:21]([CH:23]([S:1][C:2]2[CH:7]=[CH:6][C:5]([O:8][CH2:9][C:10]([O:12][CH2:13][CH3:14])=[O:11])=[C:4]([CH3:15])[CH:3]=2)[CH2:24][O:25][CH2:26][CH3:27])[CH:20]=[CH:19][CH:18]=1. The catalyst class is: 2. (3) Reactant: ClC(Cl)(Cl)C([C:5]1[N:9]2[C:10]([CH2:14][N:15]([C:27]([O:29][C:30]([CH3:33])([CH3:32])[CH3:31])=[O:28])[CH2:16][CH2:17][CH2:18][NH:19][S:20]([C:23]([F:26])([F:25])[F:24])(=[O:22])=[O:21])=[CH:11][CH:12]=[CH:13][C:8]2=[N:7][CH:6]=1)=O.[CH3:36][O-:37].[Na+].[CH3:39][OH:40]. Product: [C:36]([C:5]1[N:9]2[C:10]([CH2:14][N:15]([C:27]([O:29][C:30]([CH3:33])([CH3:32])[CH3:31])=[O:28])[CH2:16][CH2:17][CH2:18][NH:19][S:20]([C:23]([F:26])([F:24])[F:25])(=[O:22])=[O:21])=[CH:11][CH:12]=[CH:13][C:8]2=[N:7][CH:6]=1)([O:40][CH3:39])=[O:37]. The catalyst class is: 33. (4) Reactant: Cl.[F:2][C:3]1[CH:31]=[CH:30][C:6]([CH2:7][C@H:8]2[CH2:12][NH:11][C@H:10]([C:13]([NH:15][C:16]3[CH:21]=[CH:20][C:19]([O:22][C:23]4[CH:28]=[CH:27][C:26]([F:29])=[CH:25][CH:24]=4)=[CH:18][CH:17]=3)=[O:14])[CH2:9]2)=[CH:5][CH:4]=1.[N:32]1[N:33]([CH2:37][C:38](O)=[O:39])[N:34]=[CH:35][CH:36]=1.CN(C(ON1N=NC2C=CC=NC1=2)=[N+](C)C)C.F[P-](F)(F)(F)(F)F.CCN(C(C)C)C(C)C. Product: [N:32]1[N:33]([CH2:37][C:38]([N:11]2[CH2:12][C@H:8]([CH2:7][C:6]3[CH:5]=[CH:4][C:3]([F:2])=[CH:31][CH:30]=3)[CH2:9][C@H:10]2[C:13]([NH:15][C:16]2[CH:21]=[CH:20][C:19]([O:22][C:23]3[CH:28]=[CH:27][C:26]([F:29])=[CH:25][CH:24]=3)=[CH:18][CH:17]=2)=[O:14])=[O:39])[N:34]=[CH:35][CH:36]=1. The catalyst class is: 3. (5) The catalyst class is: 222. Product: [CH3:28][O:29][C:30]1[CH:35]=[CH:34][C:33]([C:2]2[C:3]([CH3:27])=[C:4]3[C:9]([NH:10][C:11]4[CH:12]=[CH:13][C:14]([O:17][C:18]5[CH:19]=[CH:20][CH:21]=[CH:22][CH:23]=5)=[CH:15][CH:16]=4)=[C:8]([C:24]#[N:25])[CH:7]=[N:6][N:5]3[CH:26]=2)=[CH:32][CH:31]=1. Reactant: O[C:2]1[C:3]([CH3:27])=[C:4]2[C:9]([NH:10][C:11]3[CH:16]=[CH:15][C:14]([O:17][C:18]4[CH:23]=[CH:22][CH:21]=[CH:20][CH:19]=4)=[CH:13][CH:12]=3)=[C:8]([C:24]#[N:25])[CH:7]=[N:6][N:5]2[CH:26]=1.[CH3:28][O:29][C:30]1[CH:35]=[CH:34][C:33](B(O)O)=[CH:32][CH:31]=1.C1(P(C2CCCCC2)C2C=CC=CC=2C2C=CC=CC=2)CCCCC1.[O-]P([O-])([O-])=O.[K+].[K+].[K+].